Task: Predict the product of the given reaction.. Dataset: Forward reaction prediction with 1.9M reactions from USPTO patents (1976-2016) (1) Given the reactants [OH:1][C:2]1[CH:3]=[C:4]([CH:7]=[CH:8][CH:9]=1)[CH:5]=[O:6].Br[C:11]1[CH:12]=[C:13]([C:17]#[N:18])[CH:14]=[CH:15][CH:16]=1, predict the reaction product. The product is: [C:5](=[C:4]1[CH:7]=[CH:8][CH:9]=[C:2]([O:1][C:11]2[CH:12]=[C:13]([C:17]#[N:18])[CH:14]=[CH:15][CH:16]=2)[CH2:3]1)=[O:6]. (2) Given the reactants Br[C:2]1[CH:10]=[CH:9][CH:8]=[C:7]2[C:3]=1[C:4]1([C:15]3=[N:16][C:17]([O:20][CH3:21])=[CH:18][CH:19]=[C:14]3[O:13][CH2:12]1)[C:5](=[O:11])[NH:6]2.COC1N=C2C3(COC2=CC=1)C1C(=CC=CC=1)NC3=O.ClCC1N=C(C(C)C)SC=1.Cl[CH2:53][C:54]([NH:56][C:57]1[CH:62]=[CH:61][CH:60]=[CH:59][C:58]=1[F:63])=[O:55], predict the reaction product. The product is: [F:63][C:58]1[CH:59]=[CH:60][CH:61]=[CH:62][C:57]=1[NH:56][C:54](=[O:55])[CH2:53][N:6]1[C:7]2[C:3](=[CH:2][CH:10]=[CH:9][CH:8]=2)[C:4]2([C:15]3=[N:16][C:17]([O:20][CH3:21])=[CH:18][CH:19]=[C:14]3[O:13][CH2:12]2)[C:5]1=[O:11]. (3) Given the reactants C(OC([N:8]1[CH2:13][CH2:12][N:11]([C:14]([C:16]2[N:21]=[C:20]([C:22]3[CH:27]=[CH:26][N:25]=[C:24]([NH:28][CH:29]4[CH2:34][CH2:33][CH2:32][CH2:31][CH2:30]4)[CH:23]=3)[CH:19]=[CH:18][CH:17]=2)=[O:15])[CH2:10][CH2:9]1)=O)(C)(C)C, predict the reaction product. The product is: [CH:29]1([NH:28][C:24]2[CH:23]=[C:22]([C:20]3[CH:19]=[CH:18][CH:17]=[C:16]([C:14]([N:11]4[CH2:12][CH2:13][NH:8][CH2:9][CH2:10]4)=[O:15])[N:21]=3)[CH:27]=[CH:26][N:25]=2)[CH2:34][CH2:33][CH2:32][CH2:31][CH2:30]1. (4) Given the reactants [Si]([O:8][C@@H:9]1[CH2:14][C@@H:13]([O:15][CH3:16])[CH2:12][N:11]([C:17]([O:19][CH2:20][C:21]2[CH:26]=[CH:25][CH:24]=[CH:23][CH:22]=2)=[O:18])[CH2:10]1)(C(C)(C)C)(C)C.Cl.C(O)(C)C, predict the reaction product. The product is: [OH:8][C@@H:9]1[CH2:14][C@@H:13]([O:15][CH3:16])[CH2:12][N:11]([C:17]([O:19][CH2:20][C:21]2[CH:26]=[CH:25][CH:24]=[CH:23][CH:22]=2)=[O:18])[CH2:10]1. (5) Given the reactants ClC(OC(Cl)C)=O.C(N(CC)CC)C.C([N:22]1[CH2:26][CH2:25][C:24]([C:34]2[CH:39]=[CH:38][C:37]([NH:40][C:41](=[O:43])[CH3:42])=[CH:36][CH:35]=2)([CH2:27][C:28]2[CH:33]=[CH:32][CH:31]=[CH:30][CH:29]=2)[CH2:23]1)C1C=CC=CC=1, predict the reaction product. The product is: [CH2:27]([C:24]1([C:34]2[CH:35]=[CH:36][C:37]([NH:40][C:41](=[O:43])[CH3:42])=[CH:38][CH:39]=2)[CH2:25][CH2:26][NH:22][CH2:23]1)[C:28]1[CH:33]=[CH:32][CH:31]=[CH:30][CH:29]=1.